From a dataset of NCI-60 drug combinations with 297,098 pairs across 59 cell lines. Regression. Given two drug SMILES strings and cell line genomic features, predict the synergy score measuring deviation from expected non-interaction effect. Cell line: SNB-75. Drug 2: CS(=O)(=O)OCCCCOS(=O)(=O)C. Synergy scores: CSS=30.7, Synergy_ZIP=-5.03, Synergy_Bliss=4.49, Synergy_Loewe=-1.27, Synergy_HSA=5.71. Drug 1: C1=C(C(=O)NC(=O)N1)F.